From a dataset of B-cell epitopes from IEDB database with 3,159 antigens for binding position prediction. Token-level Classification. Given an antigen amino acid sequence, predict which amino acid positions are active epitope sites capable of antibody binding. Output is a list of indices for active positions. Given the antigen sequence: MKLLILALCFAAASALTADQISTVQSSFAGVKGDAVGILYAVFKADPSIQAKFTQFAGKDLDSIKGSADFSAHANKIVGFFSKIIGDLPNIDGDVTTFVASHTPRGVTHDQLNNFRAGFVSYMKAHTDFAGAEAAWGATLDAFFGMVFAKM, which amino acid positions are active epitope sites? The epitope positions are: [37, 38, 39, 40, 41, 42, 43]. The amino acids at these positions are: ILYAVFK.